This data is from Catalyst prediction with 721,799 reactions and 888 catalyst types from USPTO. The task is: Predict which catalyst facilitates the given reaction. (1) Reactant: [O:1]1[CH2:6][CH2:5][O:4][CH2:3][C@@H:2]1[CH2:7][OH:8].C(N(CC)CC)C.[CH3:16][S:17](Cl)(=[O:19])=[O:18]. Product: [CH3:16][S:17]([O:8][CH2:7][C@H:2]1[CH2:3][O:4][CH2:5][CH2:6][O:1]1)(=[O:19])=[O:18]. The catalyst class is: 4. (2) Reactant: [F:1][C:2]([F:6])([F:5])[CH2:3][NH2:4].N1C=CC=CC=1.Cl[C:14]([O:16][C:17]1[CH:22]=[CH:21][C:20]([N+:23]([O-:25])=[O:24])=[CH:19][CH:18]=1)=[O:15]. Product: [F:1][C:2]([F:6])([F:5])[CH2:3][NH:4][C:14](=[O:15])[O:16][C:17]1[CH:18]=[CH:19][C:20]([N+:23]([O-:25])=[O:24])=[CH:21][CH:22]=1. The catalyst class is: 22. (3) Reactant: C(O[C:4](=[O:11])[CH2:5][N:6]1[CH:10]=[CH:9][N:8]=[N:7]1)C.O.[NH2:13][NH2:14]. Product: [N:6]1([CH2:5][C:4]([NH:13][NH2:14])=[O:11])[CH:10]=[CH:9][N:8]=[N:7]1. The catalyst class is: 8. (4) The catalyst class is: 21. Reactant: [OH:1][C@@H:2]1[CH:18]2[CH:9]([CH2:10][CH2:11][C:12]3[C@:17]2([CH3:19])[CH2:16][CH2:15][C:14](=[O:20])[CH:13]=3)[CH:8]2[C@@:4]([CH3:25])([C@@H:5]([C:21](=[O:24])CO)[CH2:6][CH2:7]2)[CH2:3]1.[OH2:26]. Product: [OH:1][C@@H:2]1[CH:18]2[CH:9]([CH2:10][CH2:11][C:12]3[C@:17]2([CH3:19])[CH2:16][CH2:15][C:14](=[O:20])[CH:13]=3)[CH:8]2[C@@:4]([CH3:25])([C@@H:5]([C:21]([OH:26])=[O:24])[CH2:6][CH2:7]2)[CH2:3]1. (5) Reactant: C(NC(C)C)(C)C.C([Li])CCC.[F:13][C:14]1[CH:15]=[N:16][CH:17]=[CH:18][CH:19]=1.[Br:20][C:21]1[CH:22]=[C:23]([C:27]([C:35]2[CH:40]=[CH:39][CH:38]=[CH:37][C:36]=2[C:41]#[N:42])=[N:28]S(C(C)(C)C)=O)[CH:24]=[CH:25][CH:26]=1.Cl. Product: [Br:20][C:21]1[CH:22]=[C:23]([C:27]2([C:19]3[CH:18]=[CH:17][N:16]=[CH:15][C:14]=3[F:13])[C:35]3[C:36](=[CH:37][CH:38]=[CH:39][CH:40]=3)[C:41]([NH2:42])=[N:28]2)[CH:24]=[CH:25][CH:26]=1. The catalyst class is: 30. (6) Reactant: [F:1][C:2]1[CH:3]=[C:4]([OH:11])[CH:5]=[CH:6][C:7]=1[N+:8]([O-:10])=[O:9].[F:12][C:13]([F:26])([F:25])[S:14](O[S:14]([C:13]([F:26])([F:25])[F:12])(=[O:16])=[O:15])(=[O:16])=[O:15].C(N(CC)CC)C. Product: [F:12][C:13]([F:26])([F:25])[S:14]([O:11][C:4]1[CH:5]=[CH:6][C:7]([N+:8]([O-:10])=[O:9])=[C:2]([F:1])[CH:3]=1)(=[O:16])=[O:15]. The catalyst class is: 2. (7) Reactant: [NH2:1][C:2]1[CH:7]=[CH:6][C:5]([S:8]([NH:11][C:12]2[CH:13]=[CH:14][C:15]3[CH2:19][O:18][B:17]([OH:20])[C:16]=3[CH:21]=2)(=[O:10])=[O:9])=[C:4]([CH2:22][NH2:23])[CH:3]=1.C(N(CC)CC)C.[CH:31]1([S:37](Cl)(=[O:39])=[O:38])[CH2:36][CH2:35][CH2:34][CH2:33][CH2:32]1. Product: [NH2:1][C:2]1[CH:7]=[CH:6][C:5]([S:8]([NH:11][C:12]2[CH:13]=[CH:14][C:15]3[CH2:19][O:18][B:17]([OH:20])[C:16]=3[CH:21]=2)(=[O:9])=[O:10])=[C:4]([CH2:22][NH:23][S:37]([CH:31]2[CH2:36][CH2:35][CH2:34][CH2:33][CH2:32]2)(=[O:39])=[O:38])[CH:3]=1. The catalyst class is: 2. (8) Reactant: [Br:1][C:2]1[NH:7][C:6](=[O:8])[C:5]([Cl:9])=[N:4][CH:3]=1.[C:10](=O)([O-])[O-].[K+].[K+].CI. Product: [Br:1][C:2]1[N:7]([CH3:10])[C:6](=[O:8])[C:5]([Cl:9])=[N:4][CH:3]=1. The catalyst class is: 3.